Predict the reactants needed to synthesize the given product. From a dataset of Full USPTO retrosynthesis dataset with 1.9M reactions from patents (1976-2016). (1) Given the product [C:4]([C:8]1[CH:13]=[CH:12][CH:11]=[CH:10][C:9]=1[N:14]1[CH2:15][CH2:16][N:17]([C:20]([C:22]2[CH:23]=[CH:24][C:25]([C:26]3[NH:3][C:30](=[O:33])[O:31][N:27]=3)=[CH:28][CH:29]=2)=[O:21])[CH2:18][CH2:19]1)([CH3:7])([CH3:5])[CH3:6], predict the reactants needed to synthesize it. The reactants are: [Cl-].O[NH3+:3].[C:4]([C:8]1[CH:13]=[CH:12][CH:11]=[CH:10][C:9]=1[N:14]1[CH2:19][CH2:18][N:17]([C:20]([C:22]2[CH:29]=[CH:28][C:25]([C:26]#[N:27])=[CH:24][CH:23]=2)=[O:21])[CH2:16][CH2:15]1)([CH3:7])([CH3:6])[CH3:5].[C:30](=[O:33])([O-])[OH:31].[Na+].O.Cl. (2) The reactants are: [CH:1]1([CH2:7][C@H:8]([O:17][C:18](=[O:41])[NH:19][C@@H:20]([CH2:32][O:33]CC2C=CC=CC=2)[CH2:21][N:22]2[C:30]3[C:25](=[CH:26][C:27]([F:31])=[CH:28][CH:29]=3)[CH2:24][CH2:23]2)[C:9]([N:11]2[CH2:16][CH2:15][O:14][CH2:13][CH2:12]2)=[O:10])[CH2:6][CH2:5][CH2:4][CH2:3][CH2:2]1. Given the product [CH:1]1([CH2:7][C@H:8]([O:17][C:18](=[O:41])[NH:19][C@@H:20]([CH2:32][OH:33])[CH2:21][N:22]2[C:30]3[C:25](=[CH:26][C:27]([F:31])=[CH:28][CH:29]=3)[CH2:24][CH2:23]2)[C:9]([N:11]2[CH2:16][CH2:15][O:14][CH2:13][CH2:12]2)=[O:10])[CH2:2][CH2:3][CH2:4][CH2:5][CH2:6]1, predict the reactants needed to synthesize it.